Binary Classification. Given a miRNA mature sequence and a target amino acid sequence, predict their likelihood of interaction. From a dataset of Experimentally validated miRNA-target interactions with 360,000+ pairs, plus equal number of negative samples. (1) The miRNA is hsa-miR-6838-5p with sequence AAGCAGCAGUGGCAAGACUCCU. The protein sequence of the target gene is MFQVPDSEGGRAGSRAMKPPGGESSNLFGSPEEATPSSRPNRMASNIFGPTEEPQNIPKRTNPPGGKGSGIFDESTPVQTRQHLNPPGGKTSDIFGSPVTATSRLAHPNKPKDHVFLCEGEEPKSDLKAARSIPAGAEPGEKGSARKAGPAKEQEPMPTVDSHEPRLGPRPRSHNKVLNPPGGKSSISFY. Result: 1 (interaction). (2) The miRNA is xtr-miR-9-5p with sequence UCUUUGGUUAUCUAGCUGUAUG. The protein sequence of the target gene is MTTPRNSVNGTFPAEPMKGPIAMQSGPKPLFRRMSSLVGPTQSFFMRESKTLGAVQIMNGLFHIALGGLLMIPAGIYAPICVTVWYPLWGGIMYIISGSLLAATEKNSRKCLVKGKMIMNSLSLFAAISGMILSIMDILNIKISHFLKMESLNFIRAHTPYINIYNCEPANPSEKNSPSTQYCYSIQSLFLGILSVMLIFAFFQELVIAGIVENEWKRTCSRPKSNIVLLSAEEKKEQTIEIKEEVVGLTETSSQPKNEEDIEIIPIQEEEEEETETNFPEPPQDQESSPIENDSSP. Result: 0 (no interaction). (3) The miRNA is hsa-miR-8055 with sequence CUUUGAGCACAUGAGCAGACGGA. The protein sequence of the target gene is MEALSRAGQEMSLAALKQHDPYITSIADLTGQVALYTFCPKANQWEKTDIEGTLFVYRRSASPYHGFTIVNRLNMHNLVEPVNKDLEFQLHEPFLLYRNASLSIYSIWFYDKNDCHRIAKLMADVVEEETRRSQQAARDKQSPSQANGCSDHRPIDILEMLSRAKDEYERNQMGDSNISSPGLQPSTQLSNLGSTETLEEMPSGSQDKSAPSGHKHLTVEELFGTSLPKEQPAVVGLDSEEMERLPGDASQKEPNSFLPFPFEQLGGAPQSETLGVPSAAHHSVQPEITTPVLITPASIT.... Result: 1 (interaction). (4) The miRNA is hsa-miR-3064-5p with sequence UCUGGCUGUUGUGGUGUGCAA. The protein sequence of the target gene is MKGGFTGGDEYQKHFLPRDYLATYYSFDGSPSPEAEMLKFNLECLHKTFGPGGLQGDTLIDIGSGPTIYQVLAACDSFQDITLSDFTDRNREELEKWLKKEPGAYDWTPAVKFACELEGNSGRWEEKEEKLRAAVKRVLKCDVHLGNPLAPAVLPLADCVLTLLAMECACCSLDAYRAALCNLASLLKPGGHLVTTVTLRLPSYMVGKREFSCVALEKEEVEQAVLDAGFDIEQLLHSPQSYSVTNAANNGVCFIVARKKPGP. Result: 1 (interaction). (5) The miRNA is rno-miR-181b-5p with sequence AACAUUCAUUGCUGUCGGUGGGU. The protein sequence of the target gene is MWPLTALLLLVPSSGQAATLEKPILSLHPPWTTIFKGERVTLKCDGYHPLLLELQPISTLWYLGHLLLPSHKKSIEVQTPGVYRCQTRGAPVSDPIHLSVSNDWLILQVPYAPVFEGEPLVLRCRGWYDKVVYKLHYYHDGQAVRYFHSSANYTVLQARASDSGRYQCSGTMRIPVESAPMFSAKVAVTVQELFRAPVLRVMGPREARGAALGGVVLRCDTRLHPQKRDTPLQFAFYKYSRAVRRFDWGAEYTVPEPEVEELESYWCEAATATRSVRKRSPWLQLPGPGSPLDPASTTAP.... Result: 0 (no interaction). (6) The miRNA is hsa-let-7a-5p with sequence UGAGGUAGUAGGUUGUAUAGUU. The protein sequence of the target gene is MMTSVSSDHCRGAREKPQISAAQSTQPQKQVVQATAEQMRLAQVIFDKNDSDFEAKVKQLMEVTGKNQDECIVALHDCNGDVNKAINILLEGNSDTTSWETVGCKKKNFAKENSENKENREKKSEKESSRGRGNNNRKGRGGNRGREFRGEENGIDCNQVDKPSDRGKRARGRGFGRGRGRGAGRFSTQGMGTFNPADYSDSTSTDVCGTKLVVWEAAQNGADEGTELASNTHNIAQDLSNKSSYGLKGAWKNSVEEWTTEDWTEDLSETKVFTASSAPAENHILPGQSIDLVALLQKPV.... Result: 1 (interaction). (7) The miRNA is hsa-miR-4484 with sequence AAAAGGCGGGAGAAGCCCCA. The protein sequence of the target gene is MGAAAVRWHLCVLLALGTRGRLAGGSGLPGSVDVDECSEGTDDCHIDAICQNTPKSYKCLCKPGYKGEGKQCEDIDECENDYYNGGCVHECINIPGNYRCTCFDGFMLAHDGHNCLDVDECQDNNGGCQQICVNAMGSYECQCHSGFFLSDNQHTCIHRSNEGMNCMNKDHGCAHICRETPKGGVACDCRPGFDLAQNQKDCTLTCNYGNGGCQHSCEDTDTGPTCGCHQKYALHSDGRTCIETCAVNNGGCDRTCKDTATGVRCSCPVGFTLQPDGKTCKDINECLVNNGGCDHFCRNT.... Result: 0 (no interaction). (8) The miRNA is hsa-miR-1180-5p with sequence GGACCCACCCGGCCGGGAAUA. The protein sequence of the target gene is MTARAWASWRSSALLLLLVPGYFPLSHPMTVAGPVGGSLSVQCRYEKEHRTLNKFWCRPPQILRCDKIVETKGSAGKRNGRVSIRDSPANLSFTVTLENLTEEDAGTYWCGVDTPWLRDFHDPIVEVEVSVFPAGTTTASSPQSSMGTSGPPTKLPVHTWPSVTRKDSPEPSPHPGSLFSNVRFLLLVLLELPLLLSMLGAVLWVNRPQRSSRSRQNWPKGENQ. Result: 0 (no interaction). (9) The miRNA is hsa-miR-124-5p with sequence CGUGUUCACAGCGGACCUUGAU. The protein sequence of the target gene is MGAVTDDEVIRKRLLIDGDGAGDDRRINLLVKSFIKWCNSGSQEEGYSQYQRMLSTLSQCEFSMGKTLLVYDMNLREMENYEKIYKEIECSIAGAHEKIAECKKQILQAKRIRKNRQEYDALAKVIQHHPDRHETLKELEALGKELEHLSHIKESVEDKLELRRKQFHVLLSTIHELQQTLENDEKLSEVEEAQEASMETDPKP. Result: 0 (no interaction). (10) The miRNA is hsa-miR-4640-3p with sequence CACCCCCUGUUUCCUGGCCCAC. The protein sequence of the target gene is MWPVFWTVVRTYAPYVTFPVAFVVGAVGYHLEWFIRGKDPQPVEEEKSISERREDRKLDELLGKDHTQVVSLKDKLEFAPKAVLNRNRPEKN. Result: 1 (interaction).